From a dataset of Rat liver microsome stability data. Regression/Classification. Given a drug SMILES string, predict its absorption, distribution, metabolism, or excretion properties. Task type varies by dataset: regression for continuous measurements (e.g., permeability, clearance, half-life) or binary classification for categorical outcomes (e.g., BBB penetration, CYP inhibition). Dataset: rlm. The compound is Cc1ccc(C(NC(=O)COCc2ccccc2)c2cc(Cl)c3cccnc3c2O)cc1. The result is 1 (stable in rat liver microsomes).